From a dataset of Experimentally validated miRNA-target interactions with 360,000+ pairs, plus equal number of negative samples. Binary Classification. Given a miRNA mature sequence and a target amino acid sequence, predict their likelihood of interaction. (1) The miRNA is mmu-miR-9-5p with sequence UCUUUGGUUAUCUAGCUGUAUGA. The protein sequence of the target gene is MASAGNAAGALGRQAGGGRRRRTGGPHRAAPDRDYLHRPSYCDAAFALEQISKGKATGRKAPLWLRAKFQRLLFKLGCYIQKNCGKFLVVGLLIFGAFAVGLKAANLETNVEELWVEVGGRVSRELNYTRQKIGEEAMFNPQLMIQTPKEEGANVLTTEALLQHLDSALQASRVHVYMYNRQWKLEHLCYKSGELITETGYMDQIIEYLYPCLIITPLDCFWEGAKLQSGTAYLLGKPPLRWTNFDPLEFLEELKKINYQVDSWEEMLNKAEVGHGYMDRPCLNPADPDCPATAPNKNST.... Result: 1 (interaction). (2) The miRNA is hsa-miR-299-5p with sequence UGGUUUACCGUCCCACAUACAU. The protein sequence of the target gene is MKFGCLSFRQPYAGFVLNGIKTVETRWRPLLSSQRNCTIAVHIAHRDWEGDACRELLVERLGMTPAQIQALLRKGEKFGRGVIAGLVDIGETLQCPEDLTPDEVVELENQAALTNLKQKYLTVISNPRWLLEPIPRKGGKDVFQVDIPEHLIPLGHEV. Result: 0 (no interaction). (3) The miRNA is hsa-miR-141-5p with sequence CAUCUUCCAGUACAGUGUUGGA. The protein sequence of the target gene is MLVVQMPFSFPMAHFILFVFTVSTIFHVQQRLAKIQAMWELPVQIPVLASTSKALGPSQLRGMWTINAIGRLGNQMGEYATLYALAKMNGRPAFIPAQMHSTLAPIFRITLPVLHSATASRIPWQNYHLNDWMEEEYRHIPGEYVRFTGYPCSWTFYHHLRQEILQEFTLHDHVREEAQKFLRGLQVNGSRPGTFVGVHVRRGDYVHVMPKVWKGVVADRRYLQQALDWFRARYSSLIFVVTSNGMAWCRENIDTSHGDVVFAGDGIEGSPAKDFALLTQCNHTIMTIGTFGIWAAYLTG.... Result: 0 (no interaction). (4) The miRNA is hsa-let-7i-3p with sequence CUGCGCAAGCUACUGCCUUGCU. The protein sequence of the target gene is MAETLEFNDIFQEVKGSMNDGRLRLSRQGIIFKNSKTGKVDNIQAGELTEGIWRRVALGHGLKLLTKNGHVYKYDGFRESEFEKLSDFFKTHYRLELMEKDLCVKGWNWGTVKFGGQLLSFDIGDQPVFEIPLSNVSQCTTGKNEVTLEFHQNDDAEVSLMEVRFYVPPTQEDGVDPVEAFAQNVLSKADVIQATGDAICIFRELQCLTPRGRYDIRIYPTFLHLHGKTFDYKIPYTTVLRLFLLPHKDQRQMFFVISLDPPIKQGQTRYHFLILLFSKDEDISLTLNMNEEEVEKRFEG.... Result: 0 (no interaction). (5) The miRNA is hcmv-miR-UL112-3p with sequence AAGUGACGGUGAGAUCCAGGCU. The protein sequence of the target gene is MAGSELRAELEQRLGALAIRTEVVEHPEVFTIEEMMPHIQHLKGAHSKNLFLKDKKKKNYWLVTVLHDRQINLNDLGKQLGVGSGNLRFADETAMLEKLKVGQGCATPLSLFCDDGDVKFVLDSAFLEGGHEKVYFHPMTNAATMGLSPEDFLIFVKATGHDPIILNFD. Result: 0 (no interaction). (6) The miRNA is mmu-miR-7229-3p with sequence UACACAGACCAGUGACUUUCUGCA. The protein sequence of the target gene is MADVFPGNDSTASQDVANRFARKGALRQKNVHEVKDHKFIARFFKQPTFCSHCTDFIWGFGKQGFQCQVCCFVVHKRCHEFVTFSCPGADKGPDTDDPRSKHKFKIHTYGSPTFCDHCGSLLYGLIHQGMKCDTCDMNVHKQCVINVPSLCGMDHTEKRGRIYLKAEVADEKLHVTVRDAKNLIPMDPNGLSDPYVKLKLIPDPKNESKQKTKTIRSTLNPQWNESFTFKLKPSDKDRRLSVEIWDWDRTTRNDFMGSLSFGVSELMKMPASGWYKLLNQEEGEYYNVPIPEGDEEGNME.... Result: 0 (no interaction). (7) The miRNA is mmu-miR-544-5p with sequence UCUUGUUAAAAAGCAGAGUCU. The protein sequence of the target gene is MNRGHRHGASSGCLGTMEVKSKFGAEFRRFSLERSKPGKFEEFYGLLQHVHKIPNVDVLVGYADIHGDLLPINNDDNYHKAVSTANPLLRIFIQKKEEADYSAFGTDTLIRKKNMLSNVLRPDNHRKKPHIVISMPQDFRPVSSIIDVDILPETHRRVRLYKYGTEKPLGFYIRDGSSVRVTPHGLEKVPGIFISRLVPGGLAQSTGLLAVNDEVLEVNGIEVSGKSLDQVTDMMIANSRNLIITVRPANQRNNVVRNSRTSGSSSQSTDNSLLGFPQQVEASFEPEDQDSDEDDIIIED.... Result: 0 (no interaction). (8) The miRNA is hsa-miR-7-1-3p with sequence CAACAAAUCACAGUCUGCCAUA. The protein sequence of the target gene is MGVLTFRDVAVEFSPEEWECLDSAQQRLYRDVMLENYGNLVSLGLAIFKPDLMTCLEQRKEPWKVKRQEAVAKHPAGSFHFTAEILPDHDIKDSFQKVILRKYGSCDLNNLHLKKDYQSVGNCKGQKSSYNGLHQCLSATHSKTCQCNKCGRGFQLCSIFTEHKDIFSREKCHKCEECGKDCRLFSDFTRHKKIHTVERCYKCEECGKAFKKFSNLTEHKRVHTGEKPYKCEGCGKTFTCSSTLVKHKRNHTGDRPYKCEECGKAFKCFSDLTNHKRIHTGEKPYKCEECNKAYRWFSDL.... Result: 1 (interaction).